Dataset: Catalyst prediction with 721,799 reactions and 888 catalyst types from USPTO. Task: Predict which catalyst facilitates the given reaction. (1) Reactant: [NH:1]1[C:9]2[C:4](=[CH:5][CH:6]=[CH:7][CH:8]=2)[C:3]2([CH2:13][O:12][C:11]3[CH:14]=[C:15]4[C:19](=[CH:20][C:10]2=3)[CH2:18][CH2:17][O:16]4)[C:2]1=[O:21].[Br:22][C:23]1[CH:30]=[CH:29][C:26]([CH2:27]Br)=[CH:25][CH:24]=1.C(=O)([O-])[O-].[Cs+].[Cs+]. Product: [Br:22][C:23]1[CH:30]=[CH:29][C:26]([CH2:27][N:1]2[C:9]3[C:4](=[CH:5][CH:6]=[CH:7][CH:8]=3)[C:3]3([CH2:13][O:12][C:11]4[CH:14]=[C:15]5[C:19](=[CH:20][C:10]3=4)[CH2:18][CH2:17][O:16]5)[C:2]2=[O:21])=[CH:25][CH:24]=1. The catalyst class is: 131. (2) Reactant: [O:1]=[S:2]1(=[O:47])[CH2:7][CH2:6][N:5]([CH2:8][C:9]2[CH:14]=[CH:13][C:12]([NH:15][C:16]([C:18]3[CH:23]=[CH:22][C:21]([C:24]4[CH:29]=[CH:28][C:27]([C:30]5[N:31]=[C:32]([C@@H:35]6[CH2:39][CH2:38][CH2:37][N:36]6C(OC(C)(C)C)=O)[NH:33][CH:34]=5)=[CH:26][CH:25]=4)=[CH:20][CH:19]=3)=[O:17])=[CH:11][CH:10]=2)[CH2:4][CH2:3]1.Cl.[OH-].[Na+]. Product: [O:47]=[S:2]1(=[O:1])[CH2:7][CH2:6][N:5]([CH2:8][C:9]2[CH:10]=[CH:11][C:12]([NH:15][C:16](=[O:17])[C:18]3[CH:19]=[CH:20][C:21]([C:24]4[CH:25]=[CH:26][C:27]([C:30]5[NH:31][C:32]([C@@H:35]6[CH2:39][CH2:38][CH2:37][NH:36]6)=[N:33][CH:34]=5)=[CH:28][CH:29]=4)=[CH:22][CH:23]=3)=[CH:13][CH:14]=2)[CH2:4][CH2:3]1. The catalyst class is: 5. (3) Reactant: [F:1][C:2]1[C:3]([CH:15]=[O:16])=[CH:4][C:5]([N+:12]([O-:14])=[O:13])=[C:6]([NH:8][C:9](=[O:11])[CH3:10])[CH:7]=1.CC(=CC)C.[O-:22]Cl=O.[Na+]. Product: [C:9]([NH:8][C:6]1[C:5]([N+:12]([O-:14])=[O:13])=[CH:4][C:3]([C:15]([OH:22])=[O:16])=[C:2]([F:1])[CH:7]=1)(=[O:11])[CH3:10]. The catalyst class is: 371. (4) Reactant: [CH2:1]([N:3]([CH2:25][CH3:26])[C:4](=[O:24])[C:5]1[CH:10]=[CH:9][C:8]([C:11](=[C:18]2[CH2:23][CH2:22][NH:21][CH2:20][CH2:19]2)[C:12]2[CH:17]=[CH:16][CH:15]=[CH:14][CH:13]=2)=[CH:7][CH:6]=1)[CH3:2].[C:27](=O)([O-])[O-].[K+].[K+].CI. Product: [CH2:25]([N:3]([CH2:1][CH3:2])[C:4](=[O:24])[C:5]1[CH:6]=[CH:7][C:8]([C:11](=[C:18]2[CH2:23][CH2:22][N:21]([CH3:27])[CH2:20][CH2:19]2)[C:12]2[CH:17]=[CH:16][CH:15]=[CH:14][CH:13]=2)=[CH:9][CH:10]=1)[CH3:26]. The catalyst class is: 10.